Predict the reactants needed to synthesize the given product. From a dataset of Full USPTO retrosynthesis dataset with 1.9M reactions from patents (1976-2016). (1) Given the product [NH2:7][C:8]1[C:9]([F:25])=[C:10]([NH:15][S:16]([C:19]2[N:20]=[CH:21][N:22]([CH3:24])[CH:23]=2)(=[O:18])=[O:17])[CH:11]=[CH:12][C:13]=1[F:14], predict the reactants needed to synthesize it. The reactants are: C(OC(=O)[NH:7][C:8]1[C:13]([F:14])=[CH:12][CH:11]=[C:10]([NH:15][S:16]([C:19]2[N:20]=[CH:21][N:22]([CH3:24])[CH:23]=2)(=[O:18])=[O:17])[C:9]=1[F:25])(C)(C)C.Cl. (2) Given the product [Cl:16][C:6]1[C:5]([C:17]2[CH:22]=[CH:21][CH:20]=[CH:19][CH:18]=2)=[N:4][N:3]=[C:2]2[N:24]([CH3:23])[N:25]=[C:8]([C:10]3[CH:11]=[N:12][CH:13]=[CH:14][CH:15]=3)[C:7]=12, predict the reactants needed to synthesize it. The reactants are: Cl[C:2]1[N:3]=[N:4][C:5]([C:17]2[CH:22]=[CH:21][CH:20]=[CH:19][CH:18]=2)=[C:6]([Cl:16])[C:7]=1[C:8]([C:10]1[CH:11]=[N:12][CH:13]=[CH:14][CH:15]=1)=O.[CH3:23][NH:24][NH2:25]. (3) Given the product [N:14]1([C:23]2[CH:31]=[CH:30][C:26]([C:27]([NH:13][C@@H:10]3[CH2:11][CH2:12][N:8]([C:1]([O:3][C:4]([CH3:7])([CH3:6])[CH3:5])=[O:2])[CH2:9]3)=[O:28])=[CH:25][CH:24]=2)[C:22]2[C:17](=[CH:18][CH:19]=[CH:20][CH:21]=2)[CH:16]=[N:15]1, predict the reactants needed to synthesize it. The reactants are: [C:1]([N:8]1[CH2:12][CH2:11][C@@H:10]([NH2:13])[CH2:9]1)([O:3][C:4]([CH3:7])([CH3:6])[CH3:5])=[O:2].[N:14]1([C:23]2[CH:31]=[CH:30][C:26]([C:27](O)=[O:28])=[CH:25][CH:24]=2)[C:22]2[C:17](=[CH:18][CH:19]=[CH:20][CH:21]=2)[CH:16]=[N:15]1.